Task: Predict the reaction yield, written as a fraction of the theoretical maximum amount of product (1.0 means a 100% yield; for example, 0.34 means a 34% yield).. Dataset: Reaction yield outcomes from USPTO patents with 853,638 reactions (1) The reactants are [F:1][CH2:2][C@H:3]1[CH2:8][CH2:7][C@H:6]([NH:9][C:10]2[C:15]([C:16]([NH2:18])=[O:17])=[CH:14][N:13]=[C:12]3[N:19]([CH2:22][O:23][CH2:24][CH2:25][Si:26]([CH3:29])([CH3:28])[CH3:27])[CH:20]=[CH:21][C:11]=23)[CH2:5][CH2:4]1.[C:30](=O)([O-])O.[Na+]. The catalyst is C(OCC)(OCC)OCC.FC(F)(F)S([O-])(=O)=O.[Sc+3].FC(F)(F)S([O-])(=O)=O.FC(F)(F)S([O-])(=O)=O. The product is [F:1][CH2:2][C@H:3]1[CH2:8][CH2:7][C@H:6]([N:9]2[C:10]3[C:11]4[CH:21]=[CH:20][N:19]([CH2:22][O:23][CH2:24][CH2:25][Si:26]([CH3:29])([CH3:28])[CH3:27])[C:12]=4[N:13]=[CH:14][C:15]=3[C:16](=[O:17])[N:18]=[CH:30]2)[CH2:5][CH2:4]1. The yield is 0.860. (2) The reactants are [CH2:1]([C@H:3]1[N:12]([C:13](=[O:22])[C:14]2[CH:19]=[CH:18][C:17]([O:20]C)=[CH:16][CH:15]=2)[C:11]2[C:6](=[CH:7][CH:8]=[C:9]([F:23])[CH:10]=2)[N:5]([CH2:24][CH2:25][CH3:26])[C:4]1=[O:27])[CH3:2].C([C@H]1N(C(=O)C2C=CC(O)=CC=2)C2C(=CC(F)=CC=2)N(C)C1=O)C. No catalyst specified. The product is [CH2:1]([C@H:3]1[N:12]([C:13](=[O:22])[C:14]2[CH:19]=[CH:18][C:17]([OH:20])=[CH:16][CH:15]=2)[C:11]2[C:6](=[CH:7][CH:8]=[C:9]([F:23])[CH:10]=2)[N:5]([CH2:24][CH2:25][CH3:26])[C:4]1=[O:27])[CH3:2]. The yield is 0.810. (3) The reactants are [H-].[Na+].N[C:4]1C=CC=C[CH:5]=1.C[C:11]1[CH2:15][C:14]([CH3:16])=[C:13]([CH3:17])[C:12]=1[CH3:18].ClC[SiH:21]([CH2:28][CH2:29][CH2:30][CH2:31][CH2:32][CH2:33][CH2:34][CH2:35][CH2:36][CH2:37][CH2:38][CH2:39][CH2:40][CH2:41][CH2:42][CH2:43][CH2:44][CH3:45])[C:22]1[CH:27]=[CH:26][CH:25]=[CH:24][CH:23]=1.C(=O)([O-])[O-].[Na+].[Na+]. The catalyst is O1CCCC1.C1(C)C=CC=CC=1. The product is [CH3:11][C:15]1[C:28]([SiH2:21][C:22]2[CH:23]=[CH:24][CH:25]=[CH:26][CH:27]=2)([CH2:29][CH2:30][CH2:31][CH2:32][CH2:33][CH2:34][CH2:35][CH2:36][CH2:37][CH2:38][CH2:39][CH2:40][CH2:41][CH2:42][CH2:43][CH2:44][CH2:45][CH2:4][CH3:5])[C:12]([CH3:18])=[C:13]([CH3:17])[C:14]=1[CH3:16]. The yield is 0.769. (4) The reactants are [N+:1]([C:4]1[CH:9]=[CH:8][C:7]([CH:10]([OH:24])[CH2:11][CH2:12][CH:13]([C:15]2[CH:20]=[CH:19][C:18]([N+:21]([O-:23])=[O:22])=[CH:17][CH:16]=2)[OH:14])=[CH:6][CH:5]=1)([O-:3])=[O:2].C(N(CC)CC)C.[CH3:32][S:33](Cl)(=[O:35])=[O:34].[NH4+].[Cl-]. The catalyst is C(Cl)Cl. The product is [CH3:32][S:33]([O:14][CH:13]([C:15]1[CH:20]=[CH:19][C:18]([N+:21]([O-:23])=[O:22])=[CH:17][CH:16]=1)[CH2:12][CH2:11][CH:10]([O:24][S:33]([CH3:32])(=[O:35])=[O:34])[C:7]1[CH:8]=[CH:9][C:4]([N+:1]([O-:3])=[O:2])=[CH:5][CH:6]=1)(=[O:35])=[O:34]. The yield is 0.640. (5) The reactants are [O:1]1[CH2:5][CH2:4][CH2:3][CH:2]1[CH:6]=[N:7][OH:8].CN(C=O)C.[Cl:14]N1C(=O)CCC1=O. The catalyst is [Cl-].[Na+].O. The product is [O:1]1[CH2:5][CH2:4][CH2:3][CH:2]1[C:6](=[N:7][OH:8])[Cl:14]. The yield is 1.00. (6) The reactants are [C:1]([O:4][C:5]1[CH:14]=[C:13]2[C:8]([C:9]([CH2:16][C:17]([OH:19])=[O:18])=[CH:10][C:11](=[O:15])[O:12]2)=[CH:7][CH:6]=1)(=[O:3])[CH3:2].[Cl:20][C:21]([Cl:25])([Cl:24])[CH2:22]O.C1(N=C=NC2CCCCC2)CCCCC1. The catalyst is ClCCl. The product is [C:1]([O:4][C:5]1[CH:14]=[C:13]2[C:8]([C:9]([CH2:16][C:17]([O:19][CH2:22][C:21]([Cl:25])([Cl:24])[Cl:20])=[O:18])=[CH:10][C:11](=[O:15])[O:12]2)=[CH:7][CH:6]=1)(=[O:3])[CH3:2]. The yield is 0.960.